Task: Predict the product of the given reaction.. Dataset: Forward reaction prediction with 1.9M reactions from USPTO patents (1976-2016) Given the reactants Cl[C:2]1[O:3][C:4]([C:7]2[CH:12]=[CH:11][C:10]([F:13])=[CH:9][CH:8]=2)=[CH:5][N:6]=1.[C:14]([O:18][C:19]([N:21]1[CH2:26][CH2:25][CH:24]([NH2:27])[CH2:23][CH2:22]1)=[O:20])([CH3:17])([CH3:16])[CH3:15].C(N(C(C)C)C(C)C)C, predict the reaction product. The product is: [C:14]([O:18][C:19]([N:21]1[CH2:26][CH2:25][CH:24]([NH:27][C:2]2[O:3][C:4]([C:7]3[CH:12]=[CH:11][C:10]([F:13])=[CH:9][CH:8]=3)=[CH:5][N:6]=2)[CH2:23][CH2:22]1)=[O:20])([CH3:17])([CH3:15])[CH3:16].